This data is from NCI-60 drug combinations with 297,098 pairs across 59 cell lines. The task is: Regression. Given two drug SMILES strings and cell line genomic features, predict the synergy score measuring deviation from expected non-interaction effect. (1) Drug 1: COC1=NC(=NC2=C1N=CN2C3C(C(C(O3)CO)O)O)N. Drug 2: COC1=C2C(=CC3=C1OC=C3)C=CC(=O)O2. Cell line: HOP-92. Synergy scores: CSS=6.41, Synergy_ZIP=-0.225, Synergy_Bliss=3.20, Synergy_Loewe=2.87, Synergy_HSA=1.76. (2) Drug 1: C1=CC(=C2C(=C1NCCNCCO)C(=O)C3=C(C=CC(=C3C2=O)O)O)NCCNCCO. Drug 2: C1CC(C1)(C(=O)O)C(=O)O.[NH2-].[NH2-].[Pt+2]. Cell line: MALME-3M. Synergy scores: CSS=36.7, Synergy_ZIP=-14.3, Synergy_Bliss=-5.00, Synergy_Loewe=-4.07, Synergy_HSA=-1.05. (3) Drug 1: CCCCC(=O)OCC(=O)C1(CC(C2=C(C1)C(=C3C(=C2O)C(=O)C4=C(C3=O)C=CC=C4OC)O)OC5CC(C(C(O5)C)O)NC(=O)C(F)(F)F)O. Drug 2: C1C(C(OC1N2C=NC(=NC2=O)N)CO)O. Cell line: HOP-92. Synergy scores: CSS=38.6, Synergy_ZIP=-0.557, Synergy_Bliss=3.54, Synergy_Loewe=0.0851, Synergy_HSA=1.64. (4) Drug 1: C1=CN(C(=O)N=C1N)C2C(C(C(O2)CO)O)(F)F. Drug 2: C1CC(C1)(C2=CC=C(C=C2)C3=C(C=C4C(=N3)C=CN5C4=NNC5=O)C6=CC=CC=C6)N. Cell line: NCIH23. Synergy scores: CSS=77.4, Synergy_ZIP=-1.76, Synergy_Bliss=-3.12, Synergy_Loewe=-4.05, Synergy_HSA=-1.70. (5) Drug 1: C1CCN(CC1)CCOC2=CC=C(C=C2)C(=O)C3=C(SC4=C3C=CC(=C4)O)C5=CC=C(C=C5)O. Drug 2: CC12CCC3C(C1CCC2O)C(CC4=C3C=CC(=C4)O)CCCCCCCCCS(=O)CCCC(C(F)(F)F)(F)F. Cell line: SN12C. Synergy scores: CSS=-0.130, Synergy_ZIP=-1.45, Synergy_Bliss=-3.51, Synergy_Loewe=-2.64, Synergy_HSA=-2.43. (6) Drug 1: C1CN1C2=NC(=NC(=N2)N3CC3)N4CC4. Drug 2: CN(CC1=CN=C2C(=N1)C(=NC(=N2)N)N)C3=CC=C(C=C3)C(=O)NC(CCC(=O)O)C(=O)O. Cell line: NCIH23. Synergy scores: CSS=54.1, Synergy_ZIP=-3.38, Synergy_Bliss=-5.50, Synergy_Loewe=-18.0, Synergy_HSA=-2.55.